From a dataset of Full USPTO retrosynthesis dataset with 1.9M reactions from patents (1976-2016). Predict the reactants needed to synthesize the given product. (1) Given the product [Cl:1][C:2]1[CH:3]=[C:4]([CH:7]=[CH:8][C:9]=1[N:10]1[C:18]2[C:13](=[CH:14][CH:15]=[CH:16][CH:17]=2)[C:12]([C:19](=[O:23])[CH:20]([CH3:21])[CH3:22])=[CH:11]1)[C:5]([NH2:6])=[O:26], predict the reactants needed to synthesize it. The reactants are: [Cl:1][C:2]1[CH:3]=[C:4]([CH:7]=[CH:8][C:9]=1[N:10]1[C:18]2[C:13](=[CH:14][CH:15]=[CH:16][CH:17]=2)[C:12]([C:19](=[O:23])[CH:20]([CH3:22])[CH3:21])=[CH:11]1)[C:5]#[N:6].CS(C)=[O:26].[OH-].[K+].OO. (2) Given the product [C:1]([O:5][C:6]([N:8]1[CH2:13][CH2:12][CH:11]([N:14]([C:15]2[CH:20]=[CH:19][C:18]([O:21][CH2:22][CH3:23])=[CH:17][CH:16]=2)[CH2:25][C:26]2[CH:27]=[C:28]([C:32]3[CH:37]=[C:36]([O:38][CH3:39])[C:35]([O:40][CH3:41])=[C:34]([O:42][CH3:43])[CH:33]=3)[CH:29]=[N:30][CH:31]=2)[CH2:10][CH2:9]1)=[O:7])([CH3:4])([CH3:3])[CH3:2], predict the reactants needed to synthesize it. The reactants are: [C:1]([O:5][C:6]([N:8]1[CH2:13][CH2:12][CH:11]([NH:14][C:15]2[CH:20]=[CH:19][C:18]([O:21][CH2:22][CH3:23])=[CH:17][CH:16]=2)[CH2:10][CH2:9]1)=[O:7])([CH3:4])([CH3:3])[CH3:2].Cl[CH2:25][C:26]1[CH:27]=[C:28]([C:32]2[CH:37]=[C:36]([O:38][CH3:39])[C:35]([O:40][CH3:41])=[C:34]([O:42][CH3:43])[CH:33]=2)[CH:29]=[N:30][CH:31]=1. (3) Given the product [F:19][C:3]([F:18])([C:2]([F:1])([F:20])[F:21])[CH2:4][CH2:5][CH2:6][S:25]([Cl:32])(=[O:27])=[O:24], predict the reactants needed to synthesize it. The reactants are: [F:1][C:2]([F:21])([F:20])[C:3]([F:19])([F:18])[CH2:4][CH2:5][CH2:6]OS(C1C=CC(C)=CC=1)(=O)=O.[Li+].[Br-].[O-:24][S:25]([O-:27])=O.[Na+].[Na+].S(Cl)([Cl:32])=O.C([O-])(O)=O.[Na+]. (4) The reactants are: [CH2:1]([N:7]1[CH2:12][CH2:11][C:10]([C:16]2[CH:21]=[CH:20][CH:19]=[C:18]([OH:22])[CH:17]=2)([CH2:13][CH2:14][CH3:15])[CH2:9][CH2:8]1)[CH2:2][CH2:3][CH2:4][CH2:5][CH3:6].C(N(CC)CC)C.C1C=CC(N([S:37]([C:40]([F:43])([F:42])[F:41])(=[O:39])=[O:38])[S:37]([C:40]([F:43])([F:42])[F:41])(=[O:39])=[O:38])=CC=1.[OH-].[Na+]. Given the product [CH2:1]([N:7]1[CH2:12][CH2:11][C:10]([CH2:13][CH2:14][CH3:15])([C:16]2[CH:21]=[CH:20][CH:19]=[C:18]([O:22][S:37]([C:40]([F:43])([F:42])[F:41])(=[O:39])=[O:38])[CH:17]=2)[CH2:9][CH2:8]1)[CH2:2][CH2:3][CH2:4][CH2:5][CH3:6], predict the reactants needed to synthesize it.